This data is from Reaction yield outcomes from USPTO patents with 853,638 reactions. The task is: Predict the reaction yield, written as a fraction of the theoretical maximum amount of product (1.0 means a 100% yield; for example, 0.34 means a 34% yield). The reactants are [C:1]([C:3]1[CH:8]=[CH:7][C:6]([N:9]([CH2:14][C:15]([F:18])([F:17])[F:16])[CH2:10][C:11](O)=[O:12])=[CH:5][C:4]=1[C:19]([F:22])([F:21])[F:20])#[N:2].CCN=C=NCCCN(C)C.Cl.[F:35][C:36]1[CH:45]=[CH:44][C:39]([C:40](=[N:42]O)[NH2:41])=[CH:38][CH:37]=1. The catalyst is C(Cl)Cl. The product is [F:35][C:36]1[CH:45]=[CH:44][C:39]([C:40]2[N:42]=[C:11]([CH2:10][N:9]([CH2:14][C:15]([F:18])([F:17])[F:16])[C:6]3[CH:7]=[CH:8][C:3]([C:1]#[N:2])=[C:4]([C:19]([F:21])([F:20])[F:22])[CH:5]=3)[O:12][N:41]=2)=[CH:38][CH:37]=1. The yield is 0.780.